Dataset: M1 muscarinic receptor antagonist screen with 61,756 compounds. Task: Binary Classification. Given a drug SMILES string, predict its activity (active/inactive) in a high-throughput screening assay against a specified biological target. (1) The drug is O=C1CC(CC=2Nc3c(NC(C12)c1ccncc1)ccc(c3)C(OC)=O)(C)C. The result is 0 (inactive). (2) The drug is S(c1nc2[nH]c3c(c2nn1)cccc3)CC(=O)CC(OCC)=O. The result is 0 (inactive). (3) The drug is Clc1cc(S(=O)(=O)NCc2ccncc2)c(OC)cc1C. The result is 0 (inactive). (4) The drug is Cl\C(P(=O)(N(CC)CC)N(CC)CC)=C\Nc1c(n(n(c1=O)c1ccccc1)C)C. The result is 0 (inactive). (5) The molecule is s1c2c(CC(OC2)(C)C)c2c1n1c(n(c2=O)CCc2ccccc2)nnc1SC(C)C. The result is 0 (inactive).